From a dataset of Reaction yield outcomes from USPTO patents with 853,638 reactions. Predict the reaction yield, written as a fraction of the theoretical maximum amount of product (1.0 means a 100% yield; for example, 0.34 means a 34% yield). (1) The reactants are Br[C:2]1[N:7]=[C:6]([N:8]2[CH2:14][CH2:13][CH2:12][N:11]([C:15]([O:17][C:18]([CH3:21])([CH3:20])[CH3:19])=[O:16])[CH2:10][CH2:9]2)[C:5]([N:22]2[CH2:26][CH2:25][CH2:24][CH2:23]2)=[N:4][CH:3]=1.[N:27]1[CH:32]=[CH:31][C:30](B(O)O)=[CH:29][CH:28]=1. No catalyst specified. The product is [N:27]1[CH:32]=[CH:31][C:30]([C:2]2[N:7]=[C:6]([N:8]3[CH2:14][CH2:13][CH2:12][N:11]([C:15]([O:17][C:18]([CH3:19])([CH3:21])[CH3:20])=[O:16])[CH2:10][CH2:9]3)[C:5]([N:22]3[CH2:23][CH2:24][CH2:25][CH2:26]3)=[N:4][CH:3]=2)=[CH:29][CH:28]=1. The yield is 0.750. (2) The reactants are [N:1]1([CH2:7][C:8]2[CH:13]=[CH:12][C:11]([C:14]3[CH:30]=[N:29][C:17]4[NH:18][C:19]5[CH:24]=[N:23][C:22]([C:25]([NH:27][NH2:28])=[O:26])=[CH:21][C:20]=5[C:16]=4[CH:15]=3)=[CH:10][CH:9]=2)[CH2:6][CH2:5][CH2:4][CH2:3][CH2:2]1.[CH3:31]OC(OC)OC.C(=O)(O)[O-].[Na+]. The catalyst is CN(C=O)C.C(O)(=O)C. The product is [O:26]1[CH:31]=[N:28][N:27]=[C:25]1[C:22]1[N:23]=[CH:24][C:19]2[NH:18][C:17]3[N:29]=[CH:30][C:14]([C:11]4[CH:12]=[CH:13][C:8]([CH2:7][N:1]5[CH2:2][CH2:3][CH2:4][CH2:5][CH2:6]5)=[CH:9][CH:10]=4)=[CH:15][C:16]=3[C:20]=2[CH:21]=1. The yield is 0.270. (3) The yield is 0.220. The reactants are [Cl:1][C:2]1[CH:3]=[CH:4][C:5]([O:26][CH2:27][CH:28]([CH3:30])[CH3:29])=[C:6]([CH2:8][N:9]2[C:13]([CH3:14])=[CH:12][C:11]([C:15]([NH:17][C:18]3[CH:23]=[CH:22][C:21]([CH:24]=O)=[CH:20][CH:19]=3)=[O:16])=[N:10]2)[CH:7]=1.[NH:31]([CH2:35][CH2:36][OH:37])[CH2:32][CH2:33][OH:34].C(O[BH-](OC(=O)C)OC(=O)C)(=O)C.[Na+].C(O)(=O)C. The product is [ClH:1].[OH:34][CH2:33][CH2:32][N:31]([CH2:24][C:21]1[CH:22]=[CH:23][C:18]([NH:17][C:15]([C:11]2[CH:12]=[C:13]([CH3:14])[N:9]([CH2:8][C:6]3[CH:7]=[C:2]([Cl:1])[CH:3]=[CH:4][C:5]=3[O:26][CH2:27][CH:28]([CH3:30])[CH3:29])[N:10]=2)=[O:16])=[CH:19][CH:20]=1)[CH2:35][CH2:36][OH:37]. The catalyst is O1CCCC1.[Cl-].[Na+].O.C(OCC)(=O)C. (4) The reactants are [C:1]1([CH2:7][CH:8]([P:18](=[O:21])([OH:20])[OH:19])[NH:9][S:10]([C:13]2[S:14][CH:15]=[CH:16][CH:17]=2)(=[O:12])=[O:11])[CH:6]=[CH:5][CH:4]=[CH:3][CH:2]=1.[N+:22]([C:25]1[CH:30]=[CH:29][CH:28]=[CH:27][C:26]=1O)([O-:24])=[O:23].ClC(Cl)(Cl)C#N. The catalyst is N1C=CC=CC=1. The product is [NH4+:9].[N+:22]([C:25]1[CH:30]=[CH:29][C:28]([O:21][P:18]([CH:8]([NH:9][S:10]([C:13]2[S:14][CH:15]=[CH:16][CH:17]=2)(=[O:11])=[O:12])[CH2:7][C:1]2[CH:6]=[CH:5][CH:4]=[CH:3][CH:2]=2)(=[O:19])[O-:20])=[CH:27][CH:26]=1)([O-:24])=[O:23]. The yield is 0.520. (5) The reactants are [F:1][C:2]([F:41])([F:40])[C:3]1[CH:4]=[C:5]([C:13]([CH3:39])([CH3:38])[C:14]([N:16]([C:18]2[CH:19]=[N:20][C:21]([N:31]3[CH2:36][CH2:35][O:34][CH2:33][CH:32]3O)=[CH:22][C:23]=2[C:24]2[CH:29]=[CH:28][CH:27]=[CH:26][C:25]=2[CH3:30])[CH3:17])=[O:15])[CH:6]=[C:7]([C:9]([F:12])([F:11])[F:10])[CH:8]=1.Cl. The catalyst is C(Cl)(Cl)Cl.C(OCC)C. The product is [F:41][C:2]([F:1])([F:40])[C:3]1[CH:4]=[C:5]([C:13]([CH3:39])([CH3:38])[C:14]([N:16]([C:18]2[CH:19]=[N:20][C:21]([N:31]3[CH:32]=[CH:33][O:34][CH2:35][CH2:36]3)=[CH:22][C:23]=2[C:24]2[CH:29]=[CH:28][CH:27]=[CH:26][C:25]=2[CH3:30])[CH3:17])=[O:15])[CH:6]=[C:7]([C:9]([F:12])([F:10])[F:11])[CH:8]=1. The yield is 0.750. (6) The catalyst is CN(C=O)C.CN(C1C=CN=CC=1)C. The product is [C:10]([Si:14]([CH3:16])([CH3:15])[O:9][CH2:8][CH2:7][CH2:6][N:1]1[CH:5]=[N:4][CH:3]=[N:2]1)([CH3:13])([CH3:12])[CH3:11]. The reactants are [N:1]1([CH2:6][CH2:7][CH2:8][OH:9])[CH:5]=[N:4][CH:3]=[N:2]1.[C:10]([Si:14](Cl)([CH3:16])[CH3:15])([CH3:13])([CH3:12])[CH3:11].N1C=CN=C1. The yield is 0.840. (7) The reactants are O[CH2:2][C:3]1[CH:12]=[N:11][C:10]2[N:9]3[CH2:13][CH2:14][CH2:15][C@H:8]3[C:7](=[O:16])[NH:6][C:5]=2[CH:4]=1.Cl.[Cl:18][C:19]1[CH:24]=[CH:23][C:22]([N:25]2[CH2:30][CH2:29][NH:28][CH2:27][CH2:26]2)=[CH:21][CH:20]=1.C(N(CC)C(C)C)(C)C.[I-].C(C[P+](C)(C)C)#N. The catalyst is C(#N)CC.CO. The product is [Cl:18][C:19]1[CH:20]=[CH:21][C:22]([N:25]2[CH2:30][CH2:29][N:28]([CH2:2][C:3]3[CH:12]=[N:11][C:10]4[N:9]5[CH2:13][CH2:14][CH2:15][C@H:8]5[C:7](=[O:16])[NH:6][C:5]=4[CH:4]=3)[CH2:27][CH2:26]2)=[CH:23][CH:24]=1. The yield is 0.400.